From a dataset of Full USPTO retrosynthesis dataset with 1.9M reactions from patents (1976-2016). Predict the reactants needed to synthesize the given product. (1) The reactants are: [CH3:1][C:2]1[C:10]2[C:9]([CH2:11][N:12]3[C:16]4[CH:17]=[CH:18][CH:19]=[CH:20][C:15]=4[N:14]([CH2:21][CH2:22][C:23]#[N:24])[C:13]3=[O:25])=[CH:8][S:7][C:6]=2[CH:5]=[CH:4][CH:3]=1.[N:26]([Si](C)(C)C)=[N+:27]=[N-:28].C([Sn](=O)CCCC)CCC.O. Given the product [CH3:1][C:2]1[C:10]2[C:9]([CH2:11][N:12]3[C:16]4[CH:17]=[CH:18][CH:19]=[CH:20][C:15]=4[N:14]([CH2:21][CH2:22][C:23]4[NH:28][N:27]=[N:26][N:24]=4)[C:13]3=[O:25])=[CH:8][S:7][C:6]=2[CH:5]=[CH:4][CH:3]=1, predict the reactants needed to synthesize it. (2) Given the product [CH3:17][O:16][C:13]1[CH:14]=[CH:15][C:8]2[C:7]([O:6][C:5]3[CH:18]=[CH:19][C:2](/[CH:22]=[CH:21]/[C:20]([O:24][C:25]([CH3:28])([CH3:27])[CH3:26])=[O:23])=[CH:3][CH:4]=3)=[CH:11][S:10][C:9]=2[CH:12]=1, predict the reactants needed to synthesize it. The reactants are: Br[C:2]1[CH:19]=[CH:18][C:5]([O:6][C:7]2[C:8]3[CH:15]=[CH:14][C:13]([O:16][CH3:17])=[CH:12][C:9]=3[S:10][CH:11]=2)=[CH:4][CH:3]=1.[C:20]([O:24][C:25]([CH3:28])([CH3:27])[CH3:26])(=[O:23])[CH:21]=[CH2:22].C(N(CC)CC)C. (3) Given the product [F:1][C:2]1[CH:10]=[CH:9][CH:8]=[C:4]2[C:3]=1[CH:11]=[C:28]([CH:25]1[CH2:26][CH2:27][NH:22][CH2:23][CH2:24]1)[NH:29][C:5]2=[O:7], predict the reactants needed to synthesize it. The reactants are: [F:1][C:2]1[C:3]([CH3:11])=[C:4]([CH:8]=[CH:9][CH:10]=1)[C:5]([OH:7])=O.C(OC([N:22]1[CH2:27][CH2:26][CH:25]([C:28]#[N:29])[CH2:24][CH2:23]1)=O)C1C=CC=CC=1. (4) The reactants are: [C:1]([C:3]1[CH:8]=[CH:7][C:6]([CH2:9][C:10]2[CH:27]=[CH:26][C:13]3[CH2:14][CH2:15][N:16](C(OC(C)(C)C)=O)[CH2:17][CH2:18][C:12]=3[CH:11]=2)=[CH:5][CH:4]=1)#[N:2].FC(F)(F)C(O)=O. Given the product [CH2:14]1[C:13]2[CH:26]=[CH:27][C:10]([CH2:9][C:6]3[CH:7]=[CH:8][C:3]([C:1]#[N:2])=[CH:4][CH:5]=3)=[CH:11][C:12]=2[CH2:18][CH2:17][NH:16][CH2:15]1, predict the reactants needed to synthesize it. (5) Given the product [Br:1][C:2]1[CH:3]=[CH:4][C:5]([O:8][CH2:9][C:10]([O:12][CH3:13])=[O:11])=[CH:6][N+:7]=1[O-:22], predict the reactants needed to synthesize it. The reactants are: [Br:1][C:2]1[N:7]=[CH:6][C:5]([O:8][CH2:9][C:10]([O:12][CH3:13])=[O:11])=[CH:4][CH:3]=1.ClC1C=CC=C(C(OO)=[O:22])C=1. (6) Given the product [CH3:1][C:2]1[N:6]([CH2:7][C:8]2[CH:9]=[CH:10][C:11]([CH3:14])=[CH:12][CH:13]=2)[N:5]=[C:4]([C:15]2[O:16][CH:17]=[C:18]([C:20]3[CH:25]=[CH:24][CH:23]=[CH:22][CH:21]=3)[N:19]=2)[CH:3]=1, predict the reactants needed to synthesize it. The reactants are: [CH3:1][C:2]1[N:6]([CH2:7][C:8]2[CH:13]=[CH:12][C:11]([CH3:14])=[CH:10][CH:9]=2)[N:5]=[C:4]([C:15]2[O:16][CH2:17][CH:18]([C:20]3[CH:25]=[CH:24][CH:23]=[CH:22][CH:21]=3)[N:19]=2)[CH:3]=1.ClC1C(=O)C(C#N)=C(C#N)C(=O)C=1Cl. (7) Given the product [NH2:1][C:2]1[N:7]=[C:6]([NH:34][C:33]([NH2:35])=[NH:32])[C:5]([C:12]2[CH:13]=[CH:14][C:15](=[O:21])[N:16]([CH:18]([CH3:20])[CH3:19])[N:17]=2)=[C:4]([C:22]2[CH:27]=[CH:26][CH:25]=[CH:24][CH:23]=2)[N:3]=1, predict the reactants needed to synthesize it. The reactants are: [NH2:1][C:2]1[N:7]=[C:6](S(C)(=O)=O)[C:5]([C:12]2[CH:13]=[CH:14][C:15](=[O:21])[N:16]([CH:18]([CH3:20])[CH3:19])[N:17]=2)=[C:4]([C:22]2[CH:27]=[CH:26][CH:25]=[CH:24][CH:23]=2)[N:3]=1.C(=O)(O)O.[NH2:32][C:33]([NH2:35])=[NH:34].O. (8) Given the product [OH:32][CH2:29][CH2:39][N:40]1[CH2:42][CH2:37][C:36]2[C:8](=[CH:7][CH:6]=[CH:13][C:12]=2[C:16]2[S:15][C:14]([C:11]3[CH:12]=[CH:13][C:6]([O:5][CH:3]([CH3:2])[CH3:4])=[C:7]([CH:10]=3)[C:8]#[N:9])=[N:18][N:17]=2)[CH2:41]1, predict the reactants needed to synthesize it. The reactants are: Cl.[CH3:2][CH:3]([O:5][C:6]1[CH:13]=[CH:12][C:11]([CH:14]2[N:18](C3C=CC=C4C=3CCNC4)[N:17]=[CH:16][S:15]2)=[CH:10][C:7]=1[C:8]#[N:9])[CH3:4].[C:29](=[O:32])([O-])[O-].[K+].[K+].I[CH2:36][CH2:37]O.[CH3:39][N:40]([CH:42]=O)[CH3:41]. (9) Given the product [CH3:30][C@H:26]1[CH2:27][CH2:28][CH2:29][N:25]1[C:21]1[N:20]=[C:19]([NH:18][C:11]2[C:12]3[N:13]([N:15]=[CH:16][N:17]=3)[CH:14]=[C:9]([C:5]3[CH:4]=[C:3]([CH:8]=[CH:7][CH:6]=3)[CH2:2][NH:1][CH:32]3[CH2:37][CH2:36][N:35]([C:38]([O:40][C:41]([CH3:44])([CH3:43])[CH3:42])=[O:39])[CH2:34][CH2:33]3)[CH:10]=2)[CH:24]=[CH:23][CH:22]=1, predict the reactants needed to synthesize it. The reactants are: [NH2:1][CH2:2][C:3]1[CH:4]=[C:5]([C:9]2[CH:10]=[C:11]([NH:18][C:19]3[CH:24]=[CH:23][CH:22]=[C:21]([N:25]4[CH2:29][CH2:28][CH2:27][C@@H:26]4[CH3:30])[N:20]=3)[C:12]3[N:13]([N:15]=[CH:16][N:17]=3)[CH:14]=2)[CH:6]=[CH:7][CH:8]=1.O=[C:32]1[CH2:37][CH2:36][N:35]([C:38]([O:40][C:41]([CH3:44])([CH3:43])[CH3:42])=[O:39])[CH2:34][CH2:33]1.C(O[BH-](OC(=O)C)OC(=O)C)(=O)C.[Na+].CC(O)=O. (10) Given the product [C:24]1([CH2:23][N:3]2[CH:4]=[CH:5][S:1]/[C:2]/2=[N:6]\[C:7]([C:9]2[CH:21]=[CH:20][CH:19]=[CH:18][C:10]=2[C:11]([O:13][C:14]([CH3:16])([CH3:17])[CH3:15])=[O:12])=[O:8])[C:33]2[C:28](=[CH:29][CH:30]=[CH:31][CH:32]=2)[CH:27]=[CH:26][CH:25]=1, predict the reactants needed to synthesize it. The reactants are: [S:1]1[CH:5]=[CH:4][N:3]=[C:2]1[NH:6][C:7]([C:9]1[CH:21]=[CH:20][CH:19]=[CH:18][C:10]=1[C:11]([O:13][C:14]([CH3:17])([CH3:16])[CH3:15])=[O:12])=[O:8].Cl[CH2:23][C:24]1[C:33]2[C:28](=[CH:29][CH:30]=[CH:31][CH:32]=2)[CH:27]=[CH:26][CH:25]=1.